From a dataset of Reaction yield outcomes from USPTO patents with 853,638 reactions. Predict the reaction yield, written as a fraction of the theoretical maximum amount of product (1.0 means a 100% yield; for example, 0.34 means a 34% yield). (1) The product is [CH2:1]([O:3][C:4](=[O:32])[CH:5]([NH2:29])[CH2:6][C:7]1[C:15]2[C:10](=[CH:11][CH:12]=[C:13]([C:16]3[CH:21]=[CH:20][C:19]([O:22][C:23]4[CH:24]=[CH:25][CH:26]=[CH:27][CH:28]=4)=[CH:18][CH:17]=3)[CH:14]=2)[NH:9][CH:8]=1)[CH3:2]. The reactants are [CH2:1]([O:3][C:4](=[O:32])[CH:5]([N+:29]([O-])=O)[CH2:6][C:7]1[C:15]2[C:10](=[CH:11][CH:12]=[C:13]([C:16]3[CH:21]=[CH:20][C:19]([O:22][C:23]4[CH:28]=[CH:27][CH:26]=[CH:25][CH:24]=4)=[CH:18][CH:17]=3)[CH:14]=2)[NH:9][CH:8]=1)[CH3:2]. The yield is 0.800. The catalyst is C(Cl)(Cl)Cl.CCO.[Pd]. (2) The yield is 0.710. The catalyst is C(O)(C)(C)C.ClCCl.CN(C1C=CN=CC=1)C.CCOC(C)=O. The reactants are [CH3:1][S:2]([NH2:5])(=[O:4])=[O:3].C(Cl)CCl.[Br:10][C:11]1[CH:12]=[C:13]([CH:45]=[CH:46][CH:47]=1)[CH2:14][N:15]1[C:19]2[CH:20]=[CH:21][CH:22]=[CH:23][C:18]=2[N:17]([CH2:24][CH2:25][CH2:26][O:27][C:28]2[CH:29]=[C:30]([CH:34]=[CH:35][CH:36]=2)[C:31](O)=[O:32])[C:16]1=[N:37][C:38]([O:40][C:41]([CH3:44])([CH3:43])[CH3:42])=[O:39]. The product is [C:41]([O:40][C:38](=[O:39])[N:37]=[C:16]1[N:15]([CH2:14][C:13]2[CH:45]=[CH:46][CH:47]=[C:11]([Br:10])[CH:12]=2)[C:19]2[CH:20]=[CH:21][CH:22]=[CH:23][C:18]=2[N:17]1[CH2:24][CH2:25][CH2:26][O:27][C:28]1[CH:36]=[CH:35][CH:34]=[C:30]([C:31]([NH:5][S:2]([CH3:1])(=[O:4])=[O:3])=[O:32])[CH:29]=1)([CH3:44])([CH3:42])[CH3:43]. (3) The reactants are [Cl:1][C:2]1[CH:7]=[CH:6][C:5]([NH:8][NH2:9])=[CH:4][CH:3]=1.[CH2:10]([O:12][C:13](=[O:30])[CH:14]([CH:24]1[CH2:29][CH2:28][CH2:27][CH2:26][CH2:25]1)[C:15](=O)[CH:16]1[CH2:21][CH2:20][CH2:19][CH2:18][C:17]1=O)[CH3:11]. The catalyst is C(O)C. The product is [CH2:10]([O:12][C:13](=[O:30])[CH:14]([C:15]1[N:8]([C:5]2[CH:6]=[CH:7][C:2]([Cl:1])=[CH:3][CH:4]=2)[N:9]=[C:17]2[C:16]=1[CH2:21][CH2:20][CH2:19][CH2:18]2)[CH:24]1[CH2:29][CH2:28][CH2:27][CH2:26][CH2:25]1)[CH3:11]. The yield is 0.460.